From a dataset of Reaction yield outcomes from USPTO patents with 853,638 reactions. Predict the reaction yield, written as a fraction of the theoretical maximum amount of product (1.0 means a 100% yield; for example, 0.34 means a 34% yield). The reactants are [C:1]([O:5][C:6](=[O:19])[NH:7][C@H:8]([C:12]1[CH:17]=[CH:16][CH:15]=[C:14]([F:18])[CH:13]=1)[CH2:9][CH:10]=O)([CH3:4])([CH3:3])[CH3:2].[CH2:20]([N:22]([CH:36]1[CH2:41][CH2:40][NH:39][CH2:38][CH2:37]1)[C:23](=[O:35])[CH2:24][C:25]1[CH:30]=[CH:29][C:28]([S:31]([CH3:34])(=[O:33])=[O:32])=[CH:27][CH:26]=1)[CH3:21].C(O[BH-](OC(=O)C)OC(=O)C)(=O)C.[Na+]. The catalyst is C(Cl)Cl.C(O)(=O)C. The product is [C:1]([O:5][C:6](=[O:19])[NH:7][C@H:8]([C:12]1[CH:17]=[CH:16][CH:15]=[C:14]([F:18])[CH:13]=1)[CH2:9][CH2:10][N:39]1[CH2:40][CH2:41][CH:36]([N:22]([CH2:20][CH3:21])[C:23](=[O:35])[CH2:24][C:25]2[CH:30]=[CH:29][C:28]([S:31]([CH3:34])(=[O:32])=[O:33])=[CH:27][CH:26]=2)[CH2:37][CH2:38]1)([CH3:4])([CH3:3])[CH3:2]. The yield is 0.550.